This data is from Reaction yield outcomes from USPTO patents with 853,638 reactions. The task is: Predict the reaction yield, written as a fraction of the theoretical maximum amount of product (1.0 means a 100% yield; for example, 0.34 means a 34% yield). (1) The product is [CH:3]([C:5]1[C:13]2[C:8](=[CH:9][CH:10]=[CH:11][CH:12]=2)[N:7]([CH2:24][C:23]2[CH:26]=[CH:27][CH:28]=[C:21]([O:20][CH3:19])[CH:22]=2)[C:6]=1[C:14]([O:16][CH2:17][CH3:18])=[O:15])=[O:4]. The yield is 0.810. The reactants are [H-].[Na+].[CH:3]([C:5]1[C:13]2[C:8](=[CH:9][CH:10]=[CH:11][CH:12]=2)[NH:7][C:6]=1[C:14]([O:16][CH2:17][CH3:18])=[O:15])=[O:4].[CH3:19][O:20][C:21]1[CH:22]=[C:23]([CH:26]=[CH:27][CH:28]=1)[CH2:24]Br.O. The catalyst is CS(C)=O. (2) The reactants are [NH:1]1[CH2:6][CH2:5][CH:4]([C:7]2[CH:8]=[C:9]([NH:13][C:14](=[O:16])[CH3:15])[CH:10]=[CH:11][CH:12]=2)[CH2:3][CH2:2]1.Br[CH2:18][CH2:19][CH2:20][NH:21][C:22](=[O:28])[O:23][C:24]([CH3:27])([CH3:26])[CH3:25].C([O-])([O-])=O.[K+].[K+].C(N(C(C)C)CC)(C)C. The catalyst is O1CCOCC1. The product is [C:14]([NH:13][C:9]1[CH:8]=[C:7]([CH:4]2[CH2:5][CH2:6][N:1]([CH2:18][CH2:19][CH2:20][NH:21][C:22](=[O:28])[O:23][C:24]([CH3:27])([CH3:26])[CH3:25])[CH2:2][CH2:3]2)[CH:12]=[CH:11][CH:10]=1)(=[O:16])[CH3:15]. The yield is 0.430. (3) The reactants are F[CH2:2][CH2:3][CH2:4][O:5][C:6]1[CH:14]=[C:13]2[C:9]([CH2:10][C:11]3([CH2:20][CH2:19][C:18](=[O:21])[CH2:17][CH2:16]3)[C:12]2=[O:15])=[CH:8][CH:7]=1.[CH2:22](OC1C=C2C(CCC2=O)=CC=1)C(C)C.C(OC)(=O)C=C. No catalyst specified. The product is [CH2:4]([O:5][C:6]1[CH:14]=[C:13]2[C:9]([CH2:10][C:11]3([CH2:20][CH2:19][C:18](=[O:21])[CH2:17][CH2:16]3)[C:12]2=[O:15])=[CH:8][CH:7]=1)[CH:3]([CH3:22])[CH3:2]. The yield is 0.720. (4) The reactants are [Br:1][C:2]1[CH:3]=[N:4][N:5]([C:7]2([CH2:18][CH2:19]OS(C)(=O)=O)[CH2:10][N:9]([C:11]([O:13][C:14]([CH3:17])([CH3:16])[CH3:15])=[O:12])[CH2:8]2)[CH:6]=1.[F-].C([N+](CCCC)(CCCC)CCCC)CCC. The catalyst is C1COCC1. The product is [Br:1][C:2]1[CH:3]=[N:4][N:5]([C:7]2([CH:18]=[CH2:19])[CH2:10][N:9]([C:11]([O:13][C:14]([CH3:16])([CH3:15])[CH3:17])=[O:12])[CH2:8]2)[CH:6]=1. The yield is 0.218. (5) The reactants are [Cl:1][C:2]1[CH:3]=[C:4]([S:8]([CH:11]2[CH2:16][CH2:15][NH:14][CH2:13][CH2:12]2)(=[O:10])=[O:9])[CH:5]=[CH:6][CH:7]=1.Cl[C:18]1[CH:23]=[CH:22][C:21]([N+:24]([O-:26])=[O:25])=[CH:20][N:19]=1.CCN(C(C)C)C(C)C. The yield is 0.280. The catalyst is O1CCOCC1. The product is [Cl:1][C:2]1[CH:3]=[C:4]([S:8]([CH:11]2[CH2:16][CH2:15][N:14]([C:18]3[CH:23]=[CH:22][C:21]([N+:24]([O-:26])=[O:25])=[CH:20][N:19]=3)[CH2:13][CH2:12]2)(=[O:10])=[O:9])[CH:5]=[CH:6][CH:7]=1.